This data is from NCI-60 drug combinations with 297,098 pairs across 59 cell lines. The task is: Regression. Given two drug SMILES strings and cell line genomic features, predict the synergy score measuring deviation from expected non-interaction effect. (1) Drug 1: COC1=C(C=C2C(=C1)N=CN=C2NC3=CC(=C(C=C3)F)Cl)OCCCN4CCOCC4. Drug 2: CCN(CC)CCCC(C)NC1=C2C=C(C=CC2=NC3=C1C=CC(=C3)Cl)OC. Cell line: DU-145. Synergy scores: CSS=49.9, Synergy_ZIP=-4.41, Synergy_Bliss=-0.0746, Synergy_Loewe=2.91, Synergy_HSA=3.64. (2) Drug 1: C1=NC2=C(N=C(N=C2N1C3C(C(C(O3)CO)O)O)F)N. Drug 2: CCN(CC)CCNC(=O)C1=C(NC(=C1C)C=C2C3=C(C=CC(=C3)F)NC2=O)C. Cell line: MDA-MB-435. Synergy scores: CSS=9.36, Synergy_ZIP=0.0946, Synergy_Bliss=3.46, Synergy_Loewe=3.55, Synergy_HSA=2.97. (3) Drug 1: C1=CC(=C2C(=C1NCCNCCO)C(=O)C3=C(C=CC(=C3C2=O)O)O)NCCNCCO. Drug 2: CC(C)CN1C=NC2=C1C3=CC=CC=C3N=C2N. Cell line: HL-60(TB). Synergy scores: CSS=67.4, Synergy_ZIP=7.28, Synergy_Bliss=6.82, Synergy_Loewe=-18.4, Synergy_HSA=6.28. (4) Drug 1: CC12CCC(CC1=CCC3C2CCC4(C3CC=C4C5=CN=CC=C5)C)O. Drug 2: COC1=CC(=CC(=C1O)OC)C2C3C(COC3=O)C(C4=CC5=C(C=C24)OCO5)OC6C(C(C7C(O6)COC(O7)C8=CC=CS8)O)O. Cell line: SK-MEL-5. Synergy scores: CSS=15.0, Synergy_ZIP=-9.63, Synergy_Bliss=-1.12, Synergy_Loewe=-13.7, Synergy_HSA=-2.62. (5) Drug 1: CN1C(=O)N2C=NC(=C2N=N1)C(=O)N. Drug 2: C1CN(P(=O)(OC1)NCCCl)CCCl. Cell line: U251. Synergy scores: CSS=2.73, Synergy_ZIP=-0.192, Synergy_Bliss=1.81, Synergy_Loewe=-4.49, Synergy_HSA=-1.24. (6) Drug 1: CS(=O)(=O)OCCCCOS(=O)(=O)C. Drug 2: CC(C)CN1C=NC2=C1C3=CC=CC=C3N=C2N. Cell line: HCT-15. Synergy scores: CSS=6.39, Synergy_ZIP=3.80, Synergy_Bliss=6.24, Synergy_Loewe=0.218, Synergy_HSA=-1.21.